From a dataset of Catalyst prediction with 721,799 reactions and 888 catalyst types from USPTO. Predict which catalyst facilitates the given reaction. (1) Reactant: [CH3:1][O:2][C:3]1[CH:4]=[C:5]([CH2:20][C:21]([O:23]C2C(F)=C(F)C(F)=C(F)C=2F)=O)[CH:6]=[CH:7][C:8]=1[NH:9][C:10]([NH:12][C:13]1[CH:18]=[CH:17][CH:16]=[CH:15][C:14]=1[CH3:19])=[O:11].[N+:35]([C:38]1[CH:39]=[C:40]([CH:45]=[CH:46][C:47]=1[O:48][CH2:49][C@@H:50]([NH2:52])[CH3:51])[C:41]([O:43][CH3:44])=[O:42])([O-:37])=[O:36].CCN(CC)CC. Product: [N+:35]([C:38]1[CH:39]=[C:40]([CH:45]=[CH:46][C:47]=1[O:48][CH2:49][C@@H:50]([NH:52][C:21](=[O:23])[CH2:20][C:5]1[CH:6]=[CH:7][C:8]([NH:9][C:10]([NH:12][C:13]2[CH:18]=[CH:17][CH:16]=[CH:15][C:14]=2[CH3:19])=[O:11])=[C:3]([O:2][CH3:1])[CH:4]=1)[CH3:51])[C:41]([O:43][CH3:44])=[O:42])([O-:37])=[O:36]. The catalyst class is: 31. (2) Product: [F:11][C:9]([F:10])([F:12])[C:7]1[CH:6]=[C:5]([C:13]2[CH:14]=[C:15]3[C:20](=[CH:21][CH:22]=2)[O:19][CH:18]([C:23]([F:24])([F:25])[F:26])[C:17]([C:27]([OH:29])=[O:28])=[CH:16]3)[CH:4]=[C:3]([C:2]([F:1])([F:32])[F:33])[CH:8]=1. The catalyst class is: 30. Reactant: [F:1][C:2]([F:33])([F:32])[C:3]1[CH:4]=[C:5]([C:13]2[CH:14]=[C:15]3[C:20](=[CH:21][CH:22]=2)[O:19][CH:18]([C:23]([F:26])([F:25])[F:24])[C:17]([C:27]([O:29]CC)=[O:28])=[CH:16]3)[CH:6]=[C:7]([C:9]([F:12])([F:11])[F:10])[CH:8]=1.[OH-].[Li+]. (3) Reactant: [Cl:1][C:2]1[CH:3]=[C:4]([N:11]2[CH2:16][CH2:15][N:14]([C:17]3[CH:22]=[C:21]([CH3:23])[CH:20]=[C:19]([CH3:24])[N:18]=3)[CH2:13][CH2:12]2)[CH:5]=[CH:6][C:7]=1[N+:8]([O-])=O.C(N(CC)CC)C. Product: [Cl:1][C:2]1[CH:3]=[C:4]([N:11]2[CH2:16][CH2:15][N:14]([C:17]3[CH:22]=[C:21]([CH3:23])[CH:20]=[C:19]([CH3:24])[N:18]=3)[CH2:13][CH2:12]2)[CH:5]=[CH:6][C:7]=1[NH2:8]. The catalyst class is: 336. (4) Reactant: F[B-](F)(F)F.[O:6]=[N+:7]=[O:8].[Br:9][C:10]1[N:11]=[C:12]([O:28][CH3:29])[C:13]([NH:16][S:17]([C:20]2[CH:25]=[CH:24][CH:23]=[C:22]([Cl:26])[C:21]=2[Cl:27])(=[O:19])=[O:18])=[N:14][CH:15]=1. Product: [Br:9][C:10]1[N:11]=[C:12]([O:28][CH3:29])[C:13]([NH:16][S:17]([C:20]2[CH:25]=[CH:24][CH:23]=[C:22]([Cl:26])[C:21]=2[Cl:27])(=[O:18])=[O:19])=[N:14][C:15]=1[N+:7]([O-:8])=[O:6]. The catalyst class is: 10. (5) Reactant: [Cl:1][C:2]1[CH:3]=[C:4]([C:9]2([C:15]#[N:16])[CH2:14][CH2:13][NH:12][CH2:11][CH2:10]2)[CH:5]=[CH:6][C:7]=1[Cl:8].[C:17](Cl)(=[O:19])[CH3:18]. Product: [O:19]=[C:17]([N:12]1[CH2:11][CH2:10][C:9]([C:4]2[CH:5]=[CH:6][C:7]([Cl:8])=[C:2]([Cl:1])[CH:3]=2)([C:15]#[N:16])[CH2:14][CH2:13]1)[CH3:18]. The catalyst class is: 2. (6) Reactant: [S:1]=[C:2]1[NH:7][C:6]2[NH:8][C:9](=[O:12])[CH2:10][CH2:11][C:5]=2[C:4](=[O:13])[N:3]1[C:14]1[CH:19]=[CH:18][C:17]([O:20][CH2:21][C:22]([F:25])([F:24])[F:23])=[CH:16][CH:15]=1.C(=O)([O-])O.[Na+].I[CH2:32][CH3:33]. Product: [CH2:32]([S:1][C:2]1[N:3]([C:14]2[CH:15]=[CH:16][C:17]([O:20][CH2:21][C:22]([F:24])([F:23])[F:25])=[CH:18][CH:19]=2)[C:4](=[O:13])[C:5]2[CH2:11][CH2:10][C:9](=[O:12])[NH:8][C:6]=2[N:7]=1)[CH3:33]. The catalyst class is: 10.